This data is from TCR-epitope binding with 47,182 pairs between 192 epitopes and 23,139 TCRs. The task is: Binary Classification. Given a T-cell receptor sequence (or CDR3 region) and an epitope sequence, predict whether binding occurs between them. (1) The epitope is LLFGYPVYV. The TCR CDR3 sequence is CASSETQMNTEAFF. Result: 0 (the TCR does not bind to the epitope). (2) The epitope is SLFNTVATLY. The TCR CDR3 sequence is CASSSGVNQPQHF. Result: 0 (the TCR does not bind to the epitope). (3) The epitope is ILKEPVHGV. The TCR CDR3 sequence is CAISGDGGETQYF. Result: 1 (the TCR binds to the epitope). (4) The epitope is GLNKIVRMY. The TCR CDR3 sequence is CASSLALTAEIHGYTF. Result: 0 (the TCR does not bind to the epitope). (5) The epitope is MLNIPSINV. The TCR CDR3 sequence is CASSLGLAGNEQYF. Result: 0 (the TCR does not bind to the epitope).